From a dataset of Reaction yield outcomes from USPTO patents with 853,638 reactions. Predict the reaction yield, written as a fraction of the theoretical maximum amount of product (1.0 means a 100% yield; for example, 0.34 means a 34% yield). The reactants are [CH2:1]([N:8]1[C:16]2[C:11](=[CH:12][CH:13]=[CH:14][CH:15]=2)[C:10]([CH:17]=[N:18][NH:19][C:20](=[S:22])[NH2:21])=[CH:9]1)[C:2]1[CH:7]=[CH:6][CH:5]=[CH:4][CH:3]=1.Br[CH2:24][C:25]([C:27]1[CH:32]=[CH:31][C:30]([O:33][CH3:34])=[CH:29][CH:28]=1)=O.[CH2:35]1COCC1. No catalyst specified. The product is [CH2:1]([N:8]1[C:16]2[C:11](=[CH:12][CH:13]=[CH:14][CH:15]=2)[C:10]([C:17](=[N:18][NH:19][C:20]2[S:22][CH:24]=[C:25]([C:27]3[CH:32]=[CH:31][C:30]([O:33][CH3:34])=[CH:29][CH:28]=3)[N:21]=2)[CH3:35])=[CH:9]1)[C:2]1[CH:3]=[CH:4][CH:5]=[CH:6][CH:7]=1. The yield is 0.770.